This data is from Forward reaction prediction with 1.9M reactions from USPTO patents (1976-2016). The task is: Predict the product of the given reaction. (1) Given the reactants [NH2:1][C:2]1[N:3]=[N:4][C:5]([Cl:9])=[C:6]([CH3:8])[CH:7]=1.[NH2:10][C:11]1[N:12]=[N:13][C:14]([Cl:18])=[CH:15][C:16]=1[CH3:17].Cl[CH2:20][CH:21]=O.C(=O)(O)[O-].[Na+], predict the reaction product. The product is: [Cl:9][C:5]1[C:6]([CH3:8])=[CH:7][C:2]2[N:3]([CH:11]=[CH:16][N:1]=2)[N:4]=1.[Cl:18][C:14]1[CH:15]=[C:16]([CH3:17])[C:11]2[N:12]([CH:20]=[CH:21][N:10]=2)[N:13]=1. (2) The product is: [CH2:1]([C:5]1[O:6][C:7]2[CH:39]=[CH:38][CH:37]=[CH:36][C:8]=2[C:9]=1[CH2:10][C:11]1[CH:12]=[CH:13][C:14]([C:17]2[CH:22]=[CH:21][C:20]([O:23][CH2:24][CH2:25][CH2:26][C:27]3[CH:32]=[CH:31][CH:30]=[CH:29][CH:28]=3)=[C:19]([NH2:33])[CH:18]=2)=[CH:15][CH:16]=1)[CH2:2][CH2:3][CH3:4]. Given the reactants [CH2:1]([C:5]1[O:6][C:7]2[CH:39]=[CH:38][CH:37]=[CH:36][C:8]=2[C:9]=1[CH2:10][C:11]1[CH:16]=[CH:15][C:14]([C:17]2[CH:22]=[CH:21][C:20]([O:23][CH2:24][CH2:25][CH2:26][C:27]3[CH:32]=[CH:31][CH:30]=[CH:29][CH:28]=3)=[C:19]([N+:33]([O-])=O)[CH:18]=2)=[CH:13][CH:12]=1)[CH2:2][CH2:3][CH3:4], predict the reaction product. (3) Given the reactants BrN1C(=[O:7])CCC1=O.[O:9]=[C:10]1[CH2:16][N:15]=[C:14]([C:17]2[CH:22]=[CH:21][CH:20]=[CH:19][CH:18]=2)[C:13]2[CH:23]=[CH:24][CH:25]=[CH:26][C:12]=2[N:11]1[CH2:27][C:28]([F:31])([F:30])[F:29].FC(F)(F)C(O)=O, predict the reaction product. The product is: [OH:7][CH:16]1[N:15]=[C:14]([C:17]2[CH:22]=[CH:21][CH:20]=[CH:19][CH:18]=2)[C:13]2[CH:23]=[CH:24][CH:25]=[CH:26][C:12]=2[N:11]([CH2:27][C:28]([F:31])([F:29])[F:30])[C:10]1=[O:9]. (4) Given the reactants [C:1]([O:4]CC)(=[O:3])[CH3:2].Cl.[Cl:8][C:9]1[CH:10]=[C:11]([C@@H:16]2[C:25]3[C:20](=[CH:21][CH:22]=[CH:23][CH:24]=3)[C@H:19]([NH:26][CH3:27])[CH2:18][CH2:17]2)[CH:12]=[CH:13][C:14]=1[Cl:15].[OH-:28].[Na+], predict the reaction product. The product is: [C:1]([OH:4])(=[O:3])[CH:2]([C:14]1[CH:13]=[CH:12][CH:11]=[CH:10][CH:9]=1)[OH:28].[Cl:8][C:9]1[CH:10]=[C:11]([C@H:16]2[C:25]3[C:20](=[CH:21][CH:22]=[CH:23][CH:24]=3)[C@@H:19]([NH:26][CH3:27])[CH2:18][CH2:17]2)[CH:12]=[CH:13][C:14]=1[Cl:15].